Dataset: Peptide-MHC class I binding affinity with 185,985 pairs from IEDB/IMGT. Task: Regression. Given a peptide amino acid sequence and an MHC pseudo amino acid sequence, predict their binding affinity value. This is MHC class I binding data. (1) The peptide sequence is HDLMKQKCL. The MHC is HLA-B45:01 with pseudo-sequence HLA-B45:01. The binding affinity (normalized) is 0.0889. (2) The peptide sequence is LPKSMVFTA. The MHC is HLA-B54:01 with pseudo-sequence HLA-B54:01. The binding affinity (normalized) is 0.767. (3) The peptide sequence is PHPVVVRTL. The MHC is HLA-A30:01 with pseudo-sequence HLA-A30:01. The binding affinity (normalized) is 0.0847. (4) The peptide sequence is IEVKTCIWPK. The MHC is HLA-B40:01 with pseudo-sequence HLA-B40:01. The binding affinity (normalized) is 0.263. (5) The peptide sequence is YIMKLHHLV. The MHC is HLA-A69:01 with pseudo-sequence HLA-A69:01. The binding affinity (normalized) is 1.00. (6) The peptide sequence is KLVDFRELNK. The MHC is HLA-B35:01 with pseudo-sequence HLA-B35:01. The binding affinity (normalized) is 0.